From a dataset of Reaction yield outcomes from USPTO patents with 853,638 reactions. Predict the reaction yield, written as a fraction of the theoretical maximum amount of product (1.0 means a 100% yield; for example, 0.34 means a 34% yield). (1) The reactants are [Br:1][C:2]1[S:11][C:5]2[N:6]=[CH:7][N:8]=[C:9](Cl)[C:4]=2[CH:3]=1.[CH2:12]([O:14][P:15]([CH2:20][NH2:21])(=[O:19])[O:16][CH2:17][CH3:18])[CH3:13].C(N(CC)CC)C. The catalyst is O1CCOCC1.C(OCC)(=O)C. The product is [CH2:12]([O:14][P:15]([CH2:20][NH:21][C:9]1[C:4]2[CH:3]=[C:2]([Br:1])[S:11][C:5]=2[N:6]=[CH:7][N:8]=1)(=[O:19])[O:16][CH2:17][CH3:18])[CH3:13]. The yield is 0.500. (2) The product is [C:1]([C:3]1[CH:11]=[CH:10][C:6]([C:7]([NH:12][C:13]2[CH:17]=[CH:16][S:15][C:14]=2[C:18]([O:20][CH3:21])=[O:19])=[O:8])=[CH:5][CH:4]=1)#[N:2]. The reactants are [C:1]([C:3]1[CH:11]=[CH:10][C:6]([C:7](Cl)=[O:8])=[CH:5][CH:4]=1)#[N:2].[NH2:12][C:13]1[CH:17]=[CH:16][S:15][C:14]=1[C:18]([O:20][CH3:21])=[O:19].C(N(CC)CC)C. The catalyst is ClCCl. The yield is 0.910. (3) The yield is 0.239. The product is [NH:1]1[C:9]2[C:4](=[CH:5][C:6]([NH:10][C:11]([N:33]3[CH2:34][CH2:35][N:30]([C:28]4[S:27][N:26]=[C:25]([C:19]5[CH:24]=[CH:23][CH:22]=[CH:21][CH:20]=5)[N:29]=4)[CH2:31][CH2:32]3)=[O:18])=[CH:7][CH:8]=2)[CH:3]=[CH:2]1. The reactants are [NH:1]1[C:9]2[C:4](=[CH:5][C:6]([NH:10][C:11](=[O:18])OCC(Cl)(Cl)Cl)=[CH:7][CH:8]=2)[CH:3]=[CH:2]1.[C:19]1([C:25]2[N:29]=[C:28]([N:30]3[CH2:35][CH2:34][NH:33][CH2:32][CH2:31]3)[S:27][N:26]=2)[CH:24]=[CH:23][CH:22]=[CH:21][CH:20]=1.C(N(C(C)C)CC)(C)C.O. The catalyst is CS(C)=O. (4) The reactants are Br[C:2]1[CH:3]=[C:4]([CH3:7])[S:5][CH:6]=1.[CH:8]([C:10]1[CH:15]=[CH:14][CH:13]=[CH:12][C:11]=1B(O)O)=[O:9].C(#N)C.C(=O)([O-])[O-].[Na+].[Na+]. The catalyst is Cl[Pd](Cl)([P](C1C=CC=CC=1)(C1C=CC=CC=1)C1C=CC=CC=1)[P](C1C=CC=CC=1)(C1C=CC=CC=1)C1C=CC=CC=1.C(OCC)(=O)C. The product is [CH3:7][C:4]1[S:5][CH:6]=[C:2]([C:11]2[CH:12]=[CH:13][CH:14]=[CH:15][C:10]=2[CH:8]=[O:9])[CH:3]=1. The yield is 0.810. (5) The reactants are [CH2:1]([NH:3][C:4]1[C:13]([CH2:14]O)=[CH:12][C:11]2[C:6](=[CH:7][C:8]([F:18])=[C:9]([O:16][CH3:17])[CH:10]=2)[N:5]=1)[CH3:2].O=S(Cl)[Cl:21]. The catalyst is C(Cl)Cl. The product is [ClH:21].[Cl:21][CH2:14][C:13]1[C:4]([NH:3][CH2:1][CH3:2])=[N:5][C:6]2[C:11]([CH:12]=1)=[CH:10][C:9]([O:16][CH3:17])=[C:8]([F:18])[CH:7]=2. The yield is 1.00. (6) The reactants are [CH3:1][O:2][C:3]1[CH:4]=[CH:5][C:6]([O:12][C:13]2[C:14]([CH3:22])=[N:15][N:16]([CH2:19][C:20]#[N:21])[C:17]=2[CH3:18])=[C:7]2[C:11]=1[CH2:10][CH2:9][CH2:8]2.[N-:23]=[N+:24]=[N-:25].[Na+].Cl.C(N(CC)CC)C.Cl. The catalyst is CN(C)C=O. The product is [CH3:1][O:2][C:3]1[CH:4]=[CH:5][C:6]([O:12][C:13]2[C:14]([CH3:22])=[N:15][N:16]([CH2:19][C:20]3[NH:25][N:24]=[N:23][N:21]=3)[C:17]=2[CH3:18])=[C:7]2[C:11]=1[CH2:10][CH2:9][CH2:8]2. The yield is 0.437. (7) The reactants are [CH2:1]([O:8][C:9]1[CH:14]=[C:13]([O:15][C:16]2[CH:21]=[CH:20][C:19]([S:22]([CH3:25])(=[O:24])=[O:23])=[CH:18][CH:17]=2)[CH:12]=[CH:11][C:10]=1[N+:26]([O-])=O)[C:2]1[CH:7]=[CH:6][CH:5]=[CH:4][CH:3]=1.[Cl-].[Ca+2].[Cl-].O. The catalyst is [Fe].C(O)C. The product is [CH2:1]([O:8][C:9]1[CH:14]=[C:13]([O:15][C:16]2[CH:21]=[CH:20][C:19]([S:22]([CH3:25])(=[O:24])=[O:23])=[CH:18][CH:17]=2)[CH:12]=[CH:11][C:10]=1[NH2:26])[C:2]1[CH:3]=[CH:4][CH:5]=[CH:6][CH:7]=1. The yield is 0.920.